Dataset: Reaction yield outcomes from USPTO patents with 853,638 reactions. Task: Predict the reaction yield, written as a fraction of the theoretical maximum amount of product (1.0 means a 100% yield; for example, 0.34 means a 34% yield). (1) The reactants are [C:1]([O:5][C:6]([NH:8][CH2:9][CH2:10][CH2:11][N:12]1[C:21]2[CH:20]=[CH:19][C:18]([C:22](O)=[O:23])=[CH:17][C:16]=2[C:15]2=[N:25][N:26]([CH:29]3[CH2:34][CH2:33][CH2:32][CH2:31][O:30]3)[C:27]([CH3:28])=[C:14]2[C:13]1=[O:35])=[O:7])([CH3:4])([CH3:3])[CH3:2].[CH3:36][N:37]([CH3:62])[CH2:38][CH2:39][NH:40]C(C1C=CC2N(CCCN)C(=O)C3=C(C)NN=C3C=2C=1)=O.CCN(C(C)C)C(C)C.CN(C(ON1N=NC2C=CC=NC1=2)=[N+](C)C)C.F[P-](F)(F)(F)(F)F. The catalyst is C(Cl)Cl. The product is [C:1]([O:5][C:6](=[O:7])[NH:8][CH2:9][CH2:10][CH2:11][N:12]1[C:21]2[CH:20]=[CH:19][C:18]([C:22](=[O:23])[NH:40][CH2:39][CH2:38][N:37]([CH3:62])[CH3:36])=[CH:17][C:16]=2[C:15]2=[N:25][N:26]([CH:29]3[CH2:34][CH2:33][CH2:32][CH2:31][O:30]3)[C:27]([CH3:28])=[C:14]2[C:13]1=[O:35])([CH3:2])([CH3:4])[CH3:3]. The yield is 0.660. (2) The catalyst is C(Cl)(Cl)Cl. The reactants are [NH:1]([C:3]1[N:4]=[C:5]2[CH:11]=[CH:10][N:9]([S:12]([C:15]3[CH:21]=[CH:20][C:18]([CH3:19])=[CH:17][CH:16]=3)(=[O:14])=[O:13])[C:6]2=[N:7][CH:8]=1)[NH2:2].[N:22]1([C:28](Cl)=[O:29])[CH2:27][CH2:26][CH2:25][CH2:24][CH2:23]1.C(Cl)Cl. The yield is 1.00. The product is [S:12]([N:9]1[C:6]2=[N:7][CH:8]=[C:3]([NH:1][NH:2][C:28]([N:22]3[CH2:27][CH2:26][CH2:25][CH2:24][CH2:23]3)=[O:29])[N:4]=[C:5]2[CH:11]=[CH:10]1)([C:15]1[CH:21]=[CH:20][C:18]([CH3:19])=[CH:17][CH:16]=1)(=[O:13])=[O:14].